This data is from Full USPTO retrosynthesis dataset with 1.9M reactions from patents (1976-2016). The task is: Predict the reactants needed to synthesize the given product. (1) Given the product [CH3:13][O:12][C:9]1[C:10]2[O:11][C:20]3([O:1][C:2]=2[C:3]([C:4]([OH:6])=[O:5])=[CH:7][CH:8]=1)[CH2:21][CH2:22][N:17]([C:14](=[O:16])[CH3:15])[CH2:18][CH2:19]3, predict the reactants needed to synthesize it. The reactants are: [OH:1][C:2]1[C:10]([OH:11])=[C:9]([O:12][CH3:13])[CH:8]=[CH:7][C:3]=1[C:4]([OH:6])=[O:5].[C:14]([N:17]1[CH2:22][CH2:21][C:20](OC)(OC)[CH2:19][CH2:18]1)(=[O:16])[CH3:15].C(N1CC=C(OC)CC1)(=O)C. (2) The reactants are: [N:1]1[NH:2][N:3]=[N:4][C:5]=1[C@@H:6]1[N:10]([C:11]([O:13][C:14]([CH3:17])([CH3:16])[CH3:15])=[O:12])[C@H:9]([C:18]([O:20][CH2:21][CH3:22])=[O:19])[CH2:8][CH2:7]1.F[B-](F)(F)F.[Cl:28][C:29]1[CH:30]=[C:31]([I+][C:31]2[CH:32]=[CH:33][CH:34]=[C:29]([Cl:28])[CH:30]=2)[CH:32]=[CH:33][CH:34]=1.CC(C)([O-])C.[Na+]. Given the product [Cl:28][C:29]1[CH:34]=[C:33]([N:3]2[N:2]=[N:1][C:5]([C@H:6]3[CH2:7][CH2:8][C@@H:9]([C:18]([O:20][CH2:21][CH3:22])=[O:19])[N:10]3[C:11]([O:13][C:14]([CH3:17])([CH3:16])[CH3:15])=[O:12])=[N:4]2)[CH:32]=[CH:31][CH:30]=1, predict the reactants needed to synthesize it.